This data is from Reaction yield outcomes from USPTO patents with 853,638 reactions. The task is: Predict the reaction yield, written as a fraction of the theoretical maximum amount of product (1.0 means a 100% yield; for example, 0.34 means a 34% yield). The reactants are C(OC([N:8]1[C:12]2[CH:13]=[CH:14][CH:15]=[CH:16][C:11]=2[N:10]=[C:9]1[CH2:17][N:18]([CH2:29][CH2:30][CH2:31][CH2:32][N:33]1C(=O)C2C(=CC=CC=2)C1=O)[CH:19]1[CH2:28][CH2:27][CH2:26][C:25]2[N:24]=[CH:23][CH:22]=[N:21][C:20]1=2)=O)(C)(C)C.O.NN. The catalyst is C(O)C. The product is [NH:8]1[C:12]2[CH:13]=[CH:14][CH:15]=[CH:16][C:11]=2[N:10]=[C:9]1[CH2:17][N:18]([CH:19]1[CH2:28][CH2:27][CH2:26][C:25]2[N:24]=[CH:23][CH:22]=[N:21][C:20]1=2)[CH2:29][CH2:30][CH2:31][CH2:32][NH2:33]. The yield is 0.640.